From a dataset of Reaction yield outcomes from USPTO patents with 853,638 reactions. Predict the reaction yield, written as a fraction of the theoretical maximum amount of product (1.0 means a 100% yield; for example, 0.34 means a 34% yield). The reactants are [Br:1][C:2]1[C:3]([NH2:9])=[N:4][CH:5]=[C:6]([Br:8])[CH:7]=1.Br[CH2:11][C:12](=O)[C:13]([O:15][CH2:16][CH3:17])=[O:14]. The catalyst is C1COCC1. The product is [BrH:1].[Br:8][C:6]1[CH:7]=[C:2]([Br:1])[C:3]2[N:4]([CH:11]=[C:12]([C:13]([O:15][CH2:16][CH3:17])=[O:14])[N:9]=2)[CH:5]=1. The yield is 0.690.